Dataset: Full USPTO retrosynthesis dataset with 1.9M reactions from patents (1976-2016). Task: Predict the reactants needed to synthesize the given product. (1) Given the product [Cl:23][C:24]1[N:29]=[C:28]([NH:30][NH:31][C:8](=[O:10])[C@H:7]([CH2:6][CH:1]2[CH2:2][CH2:3][CH2:4][CH2:5]2)[CH2:11][N:12]([O:13][CH2:14][C:15]2[CH:20]=[CH:19][CH:18]=[CH:17][CH:16]=2)[CH:21]=[O:22])[C:27]([F:32])=[C:26]([NH:33][CH2:34][C:35]([CH3:43])([N:37]2[CH2:42][CH2:41][O:40][CH2:39][CH2:38]2)[CH3:36])[N:25]=1, predict the reactants needed to synthesize it. The reactants are: [CH:1]1([CH2:6][C@H:7]([CH2:11][N:12]([CH:21]=[O:22])[O:13][CH2:14][C:15]2[CH:20]=[CH:19][CH:18]=[CH:17][CH:16]=2)[C:8]([OH:10])=O)[CH2:5][CH2:4][CH2:3][CH2:2]1.[Cl:23][C:24]1[NH:25][C:26]([NH:33][CH2:34][C:35]([CH3:43])([N:37]2[CH2:42][CH2:41][O:40][CH2:39][CH2:38]2)[CH3:36])=[C:27]([F:32])[C:28](=[N:30][NH2:31])[N:29]=1.CN1CCOCC1.C1C=NC2N(O)N=NC=2C=1.C(Cl)CCl. (2) Given the product [C@H:1]12[CH2:7][C@H:4]([CH2:5][CH2:6]1)[CH2:3][C@H:2]2[N:13]1[C:9](=[O:19])[C:10]2[C:11](=[CH:15][CH:16]=[CH:17][CH:18]=2)[C:12]1=[O:14], predict the reactants needed to synthesize it. The reactants are: [C@H:1]12[CH2:7][C@H:4]([CH2:5][CH2:6]1)[CH2:3][C@@H:2]2O.[C:9]1(=[O:19])[NH:13][C:12](=[O:14])[C:11]2=[CH:15][CH:16]=[CH:17][CH:18]=[C:10]12.C1(P(C2C=CC=CC=2)C2C=CC=CC=2)C=CC=CC=1.CCOC(/N=N/C(OCC)=O)=O. (3) Given the product [CH3:15][C@H:7]1[CH2:6][NH:5][C:4]2[C:9](=[CH:10][CH:11]=[C:2]([C:23]3[CH:24]=[CH:25][C:20]([S:17]([CH3:16])(=[O:19])=[O:18])=[CH:21][CH:22]=3)[CH:3]=2)[N:8]1[C:12](=[O:14])[CH3:13], predict the reactants needed to synthesize it. The reactants are: Br[C:2]1[CH:3]=[C:4]2[C:9](=[CH:10][CH:11]=1)[N:8]([C:12](=[O:14])[CH3:13])[C@@H:7]([CH3:15])[CH2:6][NH:5]2.[CH3:16][S:17]([C:20]1[CH:25]=[CH:24][C:23](B(O)O)=[CH:22][CH:21]=1)(=[O:19])=[O:18].CC(C1C=C(C(C)C)C(C2C=CC=CC=2P(C2CCCCC2)C2CCCCC2)=C(C(C)C)C=1)C.C(=O)([O-])[O-].[Cs+].[Cs+]. (4) Given the product [CH:1]#[C:2][CH2:3][NH:4][C@H:5]1[C:9]2[CH:10]=[CH:11][CH:12]=[CH:13][C:8]=2[CH2:7][CH2:6]1.[C:14]([O-:23])(=[O:22])[CH2:15][CH2:16][CH2:17][CH2:18][CH2:19][CH2:20][CH3:21], predict the reactants needed to synthesize it. The reactants are: [CH:1]#[C:2][CH2:3][NH:4][C@H:5]1[C:9]2[CH:10]=[CH:11][CH:12]=[CH:13][C:8]=2[CH2:7][CH2:6]1.[C:14]([OH:23])(=[O:22])[CH2:15][CH2:16][CH2:17][CH2:18][CH2:19][CH2:20][CH3:21]. (5) Given the product [CH:29]1[C:28]2[N:27]([C:24]3[CH:23]=[CH:22][C:21]([CH2:20][CH2:6][C:5](=[O:7])[CH2:4][C:3](=[O:8])[C:2]([CH3:10])([CH3:9])[CH3:1])=[CH:26][CH:25]=3)[C:39]3[C:34](=[CH:35][CH:36]=[CH:37][CH:38]=3)[C:33]=2[CH:32]=[CH:31][CH:30]=1, predict the reactants needed to synthesize it. The reactants are: [CH3:1][C:2]([CH3:10])([CH3:9])[C:3](=[O:8])[CH2:4][C:5](=[O:7])[CH3:6].C(NC(C)C)(C)C.[Li].Br[CH2:20][C:21]1[CH:26]=[CH:25][C:24]([N:27]2[C:39]3[CH:38]=[CH:37][CH:36]=[CH:35][C:34]=3[C:33]3[C:28]2=[CH:29][CH:30]=[CH:31][CH:32]=3)=[CH:23][CH:22]=1.Cl. (6) Given the product [NH2:13][C:14]1[CH:22]=[CH:21][C:20]([Cl:23])=[CH:19][C:15]=1[C:16]([C:2]1[CH:7]=[CH:6][CH:5]=[CH:4][N:3]=1)=[O:17], predict the reactants needed to synthesize it. The reactants are: Br[C:2]1[CH:7]=[CH:6][CH:5]=[CH:4][N:3]=1.C([Li])CCC.[NH2:13][C:14]1[CH:22]=[CH:21][C:20]([Cl:23])=[CH:19][C:15]=1[C:16](O)=[O:17].Cl[Si](C)(C)C.Cl.